Dataset: Forward reaction prediction with 1.9M reactions from USPTO patents (1976-2016). Task: Predict the product of the given reaction. Given the reactants [Cl:1][C:2]1[C:3]([CH2:12][OH:13])=[N:4][CH:5]=[C:6]([C:8]([F:11])([F:10])[F:9])[CH:7]=1.ClCCl.[CH3:17][S:18](Cl)(=[O:20])=[O:19], predict the reaction product. The product is: [CH3:17][S:18]([O:13][CH2:12][C:3]1[C:2]([Cl:1])=[CH:7][C:6]([C:8]([F:11])([F:9])[F:10])=[CH:5][N:4]=1)(=[O:20])=[O:19].